This data is from Reaction yield outcomes from USPTO patents with 853,638 reactions. The task is: Predict the reaction yield, written as a fraction of the theoretical maximum amount of product (1.0 means a 100% yield; for example, 0.34 means a 34% yield). (1) The reactants are [OH:1][N:2]=[C:3]([CH:23]1[CH2:28][N:27]([CH3:29])[C:26](=[O:30])[CH2:25][CH2:24]1)[CH2:4][C@H:5]([C:13]1[CH:18]=[CH:17][C:16]([S:19]([CH3:22])(=[O:21])=[O:20])=[CH:15][CH:14]=1)[C:6]1[CH:11]=[CH:10][CH:9]=[CH:8][C:7]=1[CH3:12]. The catalyst is CCCCCCC.C(O)C. The product is [OH:1]/[N:2]=[C:3](/[CH:23]1[CH2:28][N:27]([CH3:29])[C:26](=[O:30])[CH2:25][CH2:24]1)\[CH2:4][C@H:5]([C:13]1[CH:18]=[CH:17][C:16]([S:19]([CH3:22])(=[O:20])=[O:21])=[CH:15][CH:14]=1)[C:6]1[CH:11]=[CH:10][CH:9]=[CH:8][C:7]=1[CH3:12].[OH:1]/[N:2]=[C:3](\[CH:23]1[CH2:28][N:27]([CH3:29])[C:26](=[O:30])[CH2:25][CH2:24]1)/[CH2:4][C@H:5]([C:13]1[CH:18]=[CH:17][C:16]([S:19]([CH3:22])(=[O:20])=[O:21])=[CH:15][CH:14]=1)[C:6]1[CH:11]=[CH:10][CH:9]=[CH:8][C:7]=1[CH3:12]. The yield is 0.700. (2) The reactants are [O:1]([C:8]1[N:13]=[CH:12][C:11]([CH2:14]O)=[CH:10][CH:9]=1)[C:2]1[CH:7]=[CH:6][CH:5]=[CH:4][CH:3]=1.S(Cl)([Cl:18])=O.C(=O)(O)[O-].[Na+]. The catalyst is ClCCl. The product is [Cl:18][CH2:14][C:11]1[CH:10]=[CH:9][C:8]([O:1][C:2]2[CH:7]=[CH:6][CH:5]=[CH:4][CH:3]=2)=[N:13][CH:12]=1. The yield is 0.898.